Dataset: Peptide-MHC class II binding affinity with 134,281 pairs from IEDB. Task: Regression. Given a peptide amino acid sequence and an MHC pseudo amino acid sequence, predict their binding affinity value. This is MHC class II binding data. (1) The peptide sequence is FERIGPEWEPVPLTI. The MHC is DRB1_0101 with pseudo-sequence DRB1_0101. The binding affinity (normalized) is 0.386. (2) The peptide sequence is SQDLELSWNLNGLQAY. The MHC is DRB3_0202 with pseudo-sequence DRB3_0202. The binding affinity (normalized) is 0.389. (3) The binding affinity (normalized) is 0.792. The MHC is DRB1_1001 with pseudo-sequence DRB1_1001. The peptide sequence is YKFIPSLEAAVKQAY. (4) The peptide sequence is KTKEGVLYVGSKTKK. The MHC is HLA-DPA10103-DPB10301 with pseudo-sequence HLA-DPA10103-DPB10301. The binding affinity (normalized) is 0. (5) The peptide sequence is AGGAGGVGAVGGKRG. The MHC is HLA-DQA10201-DQB10202 with pseudo-sequence HLA-DQA10201-DQB10202. The binding affinity (normalized) is 0. (6) The peptide sequence is AVTALTIAYLVGSNMK. The MHC is DRB3_0202 with pseudo-sequence DRB3_0202. The binding affinity (normalized) is 0.338. (7) The peptide sequence is ADAGYAPATPAAAGA. The MHC is HLA-DPA10301-DPB10402 with pseudo-sequence HLA-DPA10301-DPB10402. The binding affinity (normalized) is 0.0907. (8) The peptide sequence is AFSVAATAANAAPAN. The MHC is DRB1_0401 with pseudo-sequence DRB1_0401. The binding affinity (normalized) is 0.581. (9) The peptide sequence is DAFIAALTEALRVIA. The MHC is DRB1_0401 with pseudo-sequence DRB1_0401. The binding affinity (normalized) is 0.809. (10) The MHC is HLA-DQA10102-DQB10602 with pseudo-sequence HLA-DQA10102-DQB10602. The binding affinity (normalized) is 0.401. The peptide sequence is AAATAGTTVPGAFAA.